Dataset: Full USPTO retrosynthesis dataset with 1.9M reactions from patents (1976-2016). Task: Predict the reactants needed to synthesize the given product. Given the product [Br:1][C:2]1[CH:3]=[C:4]([CH2:8][N:9]([CH2:18][CH3:19])[S:10]([CH2:13][CH3:14])(=[O:11])=[O:12])[CH:5]=[N:6][CH:7]=1, predict the reactants needed to synthesize it. The reactants are: [Br:1][C:2]1[CH:3]=[C:4]([CH2:8][NH:9][S:10]([CH2:13][CH3:14])(=[O:12])=[O:11])[CH:5]=[N:6][CH:7]=1.[H-].[Na+].I[CH2:18][CH3:19].